Dataset: Reaction yield outcomes from USPTO patents with 853,638 reactions. Task: Predict the reaction yield, written as a fraction of the theoretical maximum amount of product (1.0 means a 100% yield; for example, 0.34 means a 34% yield). (1) The reactants are C([C@:8]([CH2:39][NH2:40])([CH2:31][C:32]1[CH:37]=[CH:36][C:35]([Cl:38])=[CH:34][CH:33]=1)[C:9]([N:11]1[CH2:16][CH2:15][N:14]([C:17]2[C:18]3[C:25]([C:26]4[S:27][CH:28]=[CH:29][CH:30]=4)=[CH:24][NH:23][C:19]=3[N:20]=[CH:21][N:22]=2)[CH2:13][CH2:12]1)=[O:10])(OC(C)(C)C)=O.[ClH:41].O1CCOCC1. The catalyst is O1CCOCC1. The product is [ClH:38].[ClH:41].[NH2:40][CH2:39][C@H:8]([CH2:31][C:32]1[CH:33]=[CH:34][C:35]([Cl:38])=[CH:36][CH:37]=1)[C:9]([N:11]1[CH2:16][CH2:15][N:14]([C:17]2[C:18]3[C:25]([C:26]4[S:27][CH:28]=[CH:29][CH:30]=4)=[CH:24][NH:23][C:19]=3[N:20]=[CH:21][N:22]=2)[CH2:13][CH2:12]1)=[O:10]. The yield is 0.670. (2) The reactants are S(=O)(=O)(O)[OH:2].N(=[CH:8][C:9]([NH:11][C:12]1[CH:19]=[CH:18][C:15]([O:16][CH3:17])=[CH:14][CH:13]=1)=[O:10])O. The catalyst is O. The product is [CH3:17][O:16][C:15]1[CH:14]=[C:13]2[C:12](=[CH:19][CH:18]=1)[NH:11][C:9](=[O:10])[C:8]2=[O:2]. The yield is 0.650.